This data is from Reaction yield outcomes from USPTO patents with 853,638 reactions. The task is: Predict the reaction yield, written as a fraction of the theoretical maximum amount of product (1.0 means a 100% yield; for example, 0.34 means a 34% yield). (1) The reactants are [CH3:1][C:2]1[C:10]([N+:11]([O-:13])=[O:12])=[CH:9][CH:8]=[CH:7][C:3]=1[C:4]([OH:6])=[O:5].[Br:14]N1C(C)(C)C(=O)N(Br)C1=O. The product is [Br:14][C:8]1[CH:9]=[C:10]([N+:11]([O-:13])=[O:12])[C:2]([CH3:1])=[C:3]([CH:7]=1)[C:4]([OH:6])=[O:5]. The catalyst is OS(O)(=O)=O. The yield is 0.999. (2) The reactants are [CH3:1][N:2]1[C:6]2=[N:7][CH:8]=[CH:9][CH:10]=[C:5]2[C:4]([CH:11]=O)=[C:3]1[C:13]1[CH:18]=[CH:17][CH:16]=[CH:15][CH:14]=1.[OH:19][C:20]1[C:25]2[C:26](=[O:29])[CH2:27][O:28][C:24]=2[CH:23]=[CH:22][CH:21]=1.Cl.C([OH:33])C. The product is [OH:19][C:20]1[C:25]2[C:26](=[O:29])/[C:27](=[CH:11]/[C:4]3[C:5]4[C:6](=[N:7][CH:8]=[CH:9][CH:10]=4)[N:2]([CH3:1])[C:3]=3[C:13]3[CH:18]=[CH:17][CH:16]=[CH:15][CH:14]=3)/[O:28][C:24]=2[CH:23]=[C:22]([OH:33])[CH:21]=1. No catalyst specified. The yield is 0.820.